From a dataset of Forward reaction prediction with 1.9M reactions from USPTO patents (1976-2016). Predict the product of the given reaction. Given the reactants [NH2:1][C:2]1[N:7]=[C:6]([O:8][C@H:9]([C:14]2[CH:19]=[CH:18][C:17]([Cl:20])=[CH:16][C:15]=2[N:21]2[CH:25]=[CH:24][C:23]([CH3:26])=[N:22]2)[C:10]([F:13])([F:12])[F:11])[N:5]=[C:4]([N:27]2[CH2:41][CH2:40][C:30]3([CH2:34][NH:33][CH:32]([C:35]([O:37]CC)=[O:36])[CH2:31]3)[CH2:29][CH2:28]2)[N:3]=1.[Li+].[OH-], predict the reaction product. The product is: [NH2:1][C:2]1[N:7]=[C:6]([O:8][C@H:9]([C:14]2[CH:19]=[CH:18][C:17]([Cl:20])=[CH:16][C:15]=2[N:21]2[CH:25]=[CH:24][C:23]([CH3:26])=[N:22]2)[C:10]([F:12])([F:11])[F:13])[N:5]=[C:4]([N:27]2[CH2:28][CH2:29][C:30]3([CH2:34][NH:33][CH:32]([C:35]([OH:37])=[O:36])[CH2:31]3)[CH2:40][CH2:41]2)[N:3]=1.